From a dataset of Retrosynthesis with 50K atom-mapped reactions and 10 reaction types from USPTO. Predict the reactants needed to synthesize the given product. Given the product O=C(Nc1cccc(-c2nnco2)c1)c1cc(Br)ccn1, predict the reactants needed to synthesize it. The reactants are: Nc1cccc(-c2nnco2)c1.O=C(O)c1cc(Br)ccn1.